From a dataset of Full USPTO retrosynthesis dataset with 1.9M reactions from patents (1976-2016). Predict the reactants needed to synthesize the given product. (1) Given the product [CH2:37]([O:1][C:2]1[CH:32]=[CH:31][C:5]([CH2:6][NH:7][C:8]2[N:13]=[C:12]([O:14][CH2:15][C:16]([F:19])([F:18])[F:17])[N:11]=[C:10]([NH:20][C:21]3[CH:30]=[CH:29][C:24]([C:25]([O:27][CH3:28])=[O:26])=[CH:23][CH:22]=3)[N:9]=2)=[CH:4][CH:3]=1)[CH2:36][CH:35]=[CH2:34], predict the reactants needed to synthesize it. The reactants are: [OH:1][C:2]1[CH:32]=[CH:31][C:5]([CH2:6][NH:7][C:8]2[N:13]=[C:12]([O:14][CH2:15][C:16]([F:19])([F:18])[F:17])[N:11]=[C:10]([NH:20][C:21]3[CH:30]=[CH:29][C:24]([C:25]([O:27][CH3:28])=[O:26])=[CH:23][CH:22]=3)[N:9]=2)=[CH:4][CH:3]=1.Br[CH2:34][CH2:35][CH:36]=[CH2:37].C(=O)([O-])[O-].[K+].[K+]. (2) Given the product [Cl:27][C:22]1[CH:23]=[CH:24][CH:25]=[CH:26][C:21]=1[CH2:20][N:16]1[C:17]2[C:13](=[CH:12][C:11]([C:10]3[C:3]4[C:4](=[N:5][CH:6]=[N:7][C:2]=4[NH2:1])[N:8]([CH:28]4[CH2:29][CH2:30][NH:31][CH2:32][CH2:33]4)[N:9]=3)=[CH:19][CH:18]=2)[CH:14]=[CH:15]1, predict the reactants needed to synthesize it. The reactants are: [NH2:1][C:2]1[N:7]=[CH:6][N:5]=[C:4]2[N:8]([CH:28]3[CH2:33][CH2:32][N:31](C(OC(C)(C)C)=O)[CH2:30][CH2:29]3)[N:9]=[C:10]([C:11]3[CH:12]=[C:13]4[C:17](=[CH:18][CH:19]=3)[N:16]([CH2:20][C:21]3[CH:26]=[CH:25][CH:24]=[CH:23][C:22]=3[Cl:27])[CH:15]=[CH:14]4)[C:3]=12.C(O)(C(F)(F)F)=O.